This data is from Drug-target binding data from BindingDB using Kd measurements. The task is: Regression. Given a target protein amino acid sequence and a drug SMILES string, predict the binding affinity score between them. We predict pKd (pKd = -log10(Kd in M); higher means stronger binding). Dataset: bindingdb_kd. (1) The compound is COc1c(Cl)cc2c([nH]c3cnccc32)c1NC(=O)c1cccnc1C. The target is PFCDPK1(Pfalciparum). The pKd is 5.0. (2) The drug is COc1cc2c(Nc3ccc(Br)cc3F)ncnc2cc1OCC1CCN(C)CC1. The target protein (O43318) has sequence MSTASAASSSSSSSAGEMIEAPSQVLNFEEIDYKEIEVEEVVGRGAFGVVCKAKWRAKDVAIKQIESESERKAFIVELRQLSRVNHPNIVKLYGACLNPVCLVMEYAEGGSLYNVLHGAEPLPYYTAAHAMSWCLQCSQGVAYLHSMQPKALIHRDLKPPNLLLVAGGTVLKICDFGTACDIQTHMTNNKGSAAWMAPEVFEGSNYSEKCDVFSWGIILWEVITRRKPFDEIGGPAFRIMWAVHNGTRPPLIKNLPKPIESLMTRCWSKDPSQRPSMEEIVKIMTHLMRYFPGADEPLQYPCQYSDEGQSNSATSTGSFMDIASTNTSNKSDTNMEQVPATNDTIKRLESKLLKNQAKQQSESGRLSLGASRGSSVESLPPTSEGKRMSADMSEIEARIAATTAYSKPKRGHRKTASFGNILDVPEIVISGNGQPRRRSIQDLTVTGTEPGQVSSRSSSPSVRMITTSGPTSEKPTRSHPWTPDDSTDTNGSDNSIPMAY.... The pKd is 5.0. (3) The small molecule is N#CC[C@H](C1CCCC1)n1cc(-c2ncnc3[nH]ccc23)cn1. The target protein (Q86YV6) has sequence MLKVKRLEEFNTCYNSNQLEKMAFFQCREEVEKVKCFLEKNSGDQDSRSGHNEAKEVWSNADLTERMPVKSKRTSALAVDIPAPPAPFDHRIVTAKQGAVNSFYTVSKTEILGGGRFGQVHKCEETATGLKLAAKIIKTRGMKDKEEVKNEISVMNQLDHANLIQLYDAFESKNDIVLVMEYVDGGELFDRIIDESYNLTELDTILFMKQICEGIRHMHQMYILHLDLKPENILCVNRDAKQIKIIDFGLARRYKPREKLKVNFGTPEFLAPEVVNYDFVSFPTDMWSVGVIAYMLLSGLSPFLGDNDAETLNNILACRWDLEDEEFQDISEEAKEFISKLLIKEKSWRISASEALKHPWLSDHKLHSRLNAQKKKNRGSDAQDFVTK. The pKd is 5.0. (4) The compound is CC1(C)CNc2cc(NC(=O)c3cccnc3NCc3ccncc3)ccc21. The target protein (Q9Y2H1) has sequence MAMTAGTTTTFPMSNHTRERVTVAKLTLENFYSNLILQHEERETRQKKLEVAMEEEGLADEEKKLRRSQHARKETEFLRLKRTRLGLDDFESLKVIGRGAFGEVRLVQKKDTGHIYAMKILRKSDMLEKEQVAHIRAERDILVEADGAWVVKMFYSFQDKRNLYLIMEFLPGGDMMTLLMKKDTLTEEETQFYISETVLAIDAIHQLGFIHRDIKPDNLLLDAKGHVKLSDFGLCTGLKKAHRTEFYRNLTHNPPSDFSFQNMNSKRKAETWKKNRRQLAYSTVGTPDYIAPEVFMQTGYNKLCDWWSLGVIMYEMLIGYPPFCSETPQETYRKVMNWKETLVFPPEVPISEKAKDLILRFCIDSENRIGNSGVEEIKGHPFFEGVDWEHIRERPAAIPIEIKSIDDTSNFDDFPESDILQPVPNTTEPDYKSKDWVFLNYTYKRFEGLTQRGSIPTYMKAGKL. The pKd is 5.0. (5) The small molecule is COc1cccc2c1C[C@H]1C[C@@H](C(=O)N3CCN(c4ccc(F)cc4)CC3)CN(C)[C@@H]1C2. The pKd is 4.6. The target protein (P30680) has sequence MELTSEQFNGSQVWIPSPFDLNGSLGPSNGSNQTEPYYDMTSNAVLTFIYFVVCVVGLCGNTLVIYVILRYAKMKTITNIYILNLAIADELFMLGLPFLAMQVALVHWPFGKAICRVVMTVDGINQFTSIFCLTVMSIDRYLAVVHPIKSAKWRRPRTAKMINVAVWGVSLLVILPIMIYAGLRSNQWGRSSCTINWPGESGAWYTGFIIYAFILGFLVPLTIICLCYLFIIIKVKSSGIRVGSSKRKKSEKKVTRMVSIVVAVFIFCWLPFYIFNVSSVSVAISPTPALKGMFDFVVILTYANSCANPILYAFLSDNFKKSFQNVLCLVKVSGAEDGERSDSKQDKSRLNETTETQRTLLNGDLQTSI. (6) The pKd is 5.0. The target protein (Q9NRH2) has sequence MAGFKRGYDGKIAGLYDLDKTLGRGHFAVVKLARHVFTGEKVAVKVIDKTKLDTLATGHLFQEVRCMKLVQHPNIVRLYEVIDTQTKLYLILELGDGGDMFDYIMKHEEGLNEDLAKKYFAQIVHAISYCHKLHVVHRDLKPENVVFFEKQGLVKLTDFGFSNKFQPGKKLTTSCGSLAYSAPEILLGDEYDAPAVDIWSLGVILFMLVCGQPPFQEANDSETLTMIMDCKYTVPSHVSKECKDLITRMLQRDPKRRASLEEIENHPWLQGVDPSPATKYNIPLVSYKNLSEEEHNSIIQRMVLGDIADRDAIVEALETNRYNHITATYFLLAERILREKQEKEIQTRSASPSNIKAQFRQSWPTKIDVPQDLEDDLTATPLSHATVPQSPARAADSVLNGHRSKGLCDSAKKDDLPELAGPALSTVPPASLKPTASGRKCLFRVEEDEEEDEEDKKPMSLSTQVVLRRKPSVTNRLTSRKSAPVLNQIFEEGESDDEFD.... The compound is CCCS(=O)(=O)Nc1ccc(F)c(C(=O)c2c[nH]c3ncc(Cl)cc23)c1F. (7) The drug is C/C=C(/C=C/C=C/C=C(C)\C=C1/CCCC(CC)=C1C(C)C)C(=O)O. The target protein (P22935) has sequence MPNFSGNWKIIRSENFEEMLKALGVNMMMRKIAVAAASKPAVEIKQENDTFYIKTSTTVRTTEINFKIGEEFEEQTVDGRPCKSLVKWESGNKMVCEQRLLKGEGPKTSWSRELTNDGELILTMTADDVVCTRVYVRE. The pKd is 6.7. (8) The small molecule is CCCCCCC(C)(C)c1ccc([C@@H]2C[C@H](O)CC[C@H]2CCCO)c(O)c1. The target protein sequence is MKSILDGLADTTFRTITTDLLYVGSNDIQYEDIKGDMASKLGYFPQKFPLTSFRGSPFQEKMTAGDNPQLVPADQVNITEFYNKSLSSFKENEENIQCGENFMDIECFMVLNPSQQLAIAVLSLTLGTFTVLENLLVLCVILHSRSLRCRPSYHFIGSLAVADLLGSVIFVYSFIDFHVFHRKDSRNVFLFKLGGVTASFTASVGSLFLTAIDRYISIARPLAYKRIVTRPKAVVAFCLMWTIAIVIAVLPLLGWNCEKLQSVCSDIFPHIDETYLMFWIGVTSVLLLFIVYAYMYILWKAHSHAVRMIQRGTQKSIIIHTSEDGKVQVTRPDQARMDIRLAKTLVLILVVLIICWGPLLAIMVYDVFGKMNKLIKTVFAFCSMLCLLNSTVNPIIYALRSKDLRHAFRSMFPSCEGTAQPLDNSMGDSDCLHKHANNAASVHRAAESCIKSTVKIAKVTMSVSTDTSAEAL. The pKd is 8.9.